From a dataset of Full USPTO retrosynthesis dataset with 1.9M reactions from patents (1976-2016). Predict the reactants needed to synthesize the given product. (1) The reactants are: CN(C(ON1N=NC2C=CC=NC1=2)=[N+](C)C)C.F[P-](F)(F)(F)(F)F.[Cl:25][C:26]1[N:30]2[CH:31]=[C:32]([C:39]3[CH:43]=[CH:42][O:41][CH:40]=3)[CH:33]=[C:34]([C:35]([F:38])([F:37])[F:36])[C:29]2=[N:28][C:27]=1[C:44](O)=[O:45].[NH:47]1[CH2:51][CH2:50][CH:49]([N:52]2[CH2:57][CH2:56][O:55][CH2:54][CH2:53]2)[CH2:48]1. Given the product [Cl:25][C:26]1[N:30]2[CH:31]=[C:32]([C:39]3[CH:43]=[CH:42][O:41][CH:40]=3)[CH:33]=[C:34]([C:35]([F:37])([F:36])[F:38])[C:29]2=[N:28][C:27]=1[C:44]([N:47]1[CH2:51][CH2:50][CH:49]([N:52]2[CH2:53][CH2:54][O:55][CH2:56][CH2:57]2)[CH2:48]1)=[O:45], predict the reactants needed to synthesize it. (2) Given the product [CH3:25][C@H:20]1[NH:21][C@@H:22]([CH3:24])[CH2:23][N:18]([C:16]2[CH:15]=[CH:14][C:13]([O:26][CH3:27])=[C:12]([NH:11][S:8]([C:5]3[CH:6]=[CH:7][C:2]([C:38]4[O:39][C:35]([CH3:34])=[CH:36][CH:37]=4)=[CH:3][CH:4]=3)(=[O:10])=[O:9])[CH:17]=2)[CH2:19]1, predict the reactants needed to synthesize it. The reactants are: Br[C:2]1[CH:7]=[CH:6][C:5]([S:8]([NH:11][C:12]2[CH:17]=[C:16]([N:18]3[CH2:23][C@H:22]([CH3:24])[NH:21][C@H:20]([CH3:25])[CH2:19]3)[CH:15]=[CH:14][C:13]=2[O:26][CH3:27])(=[O:10])=[O:9])=[CH:4][CH:3]=1.C(=O)([O-])[O-].[Na+].[Na+].[CH3:34][C:35]1[O:39][C:38](B(O)O)=[CH:37][CH:36]=1. (3) Given the product [CH:2]([O:5][C:6](=[O:7])[NH:8][C:9]1[CH:14]=[CH:13][C:12]([C:15]2[CH:20]=[CH:19][C:18]([S:21]([Cl:33])(=[O:24])=[O:22])=[CH:17][CH:16]=2)=[CH:11][CH:10]=1)([CH3:4])[CH3:3], predict the reactants needed to synthesize it. The reactants are: [Na+].[CH:2]([O:5][C:6]([NH:8][C:9]1[CH:14]=[CH:13][C:12]([C:15]2[CH:20]=[CH:19][C:18]([S:21]([O-:24])(=O)=[O:22])=[CH:17][CH:16]=2)=[CH:11][CH:10]=1)=[O:7])([CH3:4])[CH3:3].N1C=CC=CC=1.O=P(Cl)(Cl)[Cl:33].P(Cl)(Cl)(Cl)(Cl)Cl.[Na+].[Cl-].